From a dataset of Forward reaction prediction with 1.9M reactions from USPTO patents (1976-2016). Predict the product of the given reaction. Given the reactants [CH3:1][C:2]1[CH:7]=[C:6]([CH3:8])[CH:5]=[CH:4][C:3]=1[OH:9].[C:10](=O)([O-])[O-].[K+].[K+].CN(C=O)C.IC, predict the reaction product. The product is: [CH3:10][O:9][C:3]1[CH:4]=[CH:5][C:6]([CH3:8])=[CH:7][C:2]=1[CH3:1].